From a dataset of Full USPTO retrosynthesis dataset with 1.9M reactions from patents (1976-2016). Predict the reactants needed to synthesize the given product. Given the product [NH2:2][C:3]1[C:8]([CH:16]=[CH2:19])=[C:7]([C:10]([O:12][CH3:13])=[O:11])[N:6]=[C:5]([S:14][CH3:15])[N:4]=1, predict the reactants needed to synthesize it. The reactants are: O.[NH2:2][C:3]1[C:8](Cl)=[C:7]([C:10]([O:12][CH3:13])=[O:11])[N:6]=[C:5]([S:14][CH3:15])[N:4]=1.[CH2:16]([CH2:19]OC)OC.